From a dataset of HIV replication inhibition screening data with 41,000+ compounds from the AIDS Antiviral Screen. Binary Classification. Given a drug SMILES string, predict its activity (active/inactive) in a high-throughput screening assay against a specified biological target. (1) The compound is O=C(C=Cc1ccc(Cl)c(Cl)c1)c1ccc(Cl)cc1Cl. The result is 0 (inactive). (2) The drug is Cc1cccc2[n+]1C1C3OC(c4ccccc43)C1S(=O)N2.[FH+][B-]([FH+])([FH+])[FH+]. The result is 0 (inactive). (3) The molecule is CCCOC(=O)Nc1ccc2nc(N(C)C)sc2c1. The result is 0 (inactive). (4) The compound is O=C(C=Cc1ccc(O)cc1)CC(=O)C=Cc1ccc(O)cc1. The result is 0 (inactive). (5) The compound is S=C(Nc1ccccc1)Nc1[nH]c(=S)sc1-c1nc2ccccc2[nH]1. The result is 0 (inactive). (6) The compound is NC1(C(=O)O)C2CC3CC(C2)CC1C3. The result is 0 (inactive). (7) The compound is N#CC(=Cc1ccccc1)c1ccccc1F. The result is 0 (inactive).